Dataset: Reaction yield outcomes from USPTO patents with 853,638 reactions. Task: Predict the reaction yield, written as a fraction of the theoretical maximum amount of product (1.0 means a 100% yield; for example, 0.34 means a 34% yield). (1) The reactants are [O:1]([CH:9]([CH3:13])[CH2:10][C:11]#[CH:12])[Si:2]([C:5]([CH3:8])([CH3:7])[CH3:6])([CH3:4])[CH3:3].Cl[C:15]([O:17][CH3:18])=[O:16]. The catalyst is C1COCC1.O.CCCCCC. The product is [O:1]([CH:9]([CH3:13])[CH2:10][C:11]#[C:12][C:15]([O:17][CH3:18])=[O:16])[Si:2]([C:5]([CH3:6])([CH3:7])[CH3:8])([CH3:3])[CH3:4]. The yield is 0.800. (2) The reactants are [NH2:1][C:2]1[C:3]2[C:10]([C:11]([C:13]3[CH:14]=[CH:15][C:16]([O:31][CH3:32])=[C:17]([NH:19][C:20]([NH:22][C:23]4[CH:28]=[CH:27][C:26]([Cl:29])=[CH:25][C:24]=4[Cl:30])=[O:21])[CH:18]=3)=[O:12])=[CH:9][N:8]([CH:33]([CH3:35])[CH3:34])[C:4]=2[N:5]=[CH:6][N:7]=1.[C:36]1([S:42]([OH:45])(=[O:44])=[O:43])[CH:41]=[CH:40][CH:39]=[CH:38][CH:37]=1. The catalyst is ClCCl.C(O)C.ClCCl. The product is [NH2:1][C:2]1[C:3]2[C:10]([C:11]([C:13]3[CH:14]=[CH:15][C:16]([O:31][CH3:32])=[C:17]([NH:19][C:20]([NH:22][C:23]4[CH:28]=[CH:27][C:26]([Cl:29])=[CH:25][C:24]=4[Cl:30])=[O:21])[CH:18]=3)=[O:12])=[CH:9][N:8]([CH:33]([CH3:35])[CH3:34])[C:4]=2[N:5]=[CH:6][N:7]=1.[S:42]([C:36]1[CH:41]=[CH:40][CH:39]=[CH:38][CH:37]=1)([O-:45])(=[O:44])=[O:43]. The yield is 0.310. (3) The reactants are [C:1]([O:5][C:6]([N:8]1[C:12](=[O:13])/[C:11](=[CH:14]\N(C)C)/[CH:10]2[CH2:18][C:19]3[C:24]([CH:9]12)=[CH:23][CH:22]=[CH:21][CH:20]=3)=[O:7])([CH3:4])([CH3:3])[CH3:2].Cl.[O:26]1CCCC1. The catalyst is C(OCC)(=O)C. The product is [C:1]([O:5][C:6]([N:8]1[C:12](=[O:13])/[C:11](=[CH:14]\[OH:26])/[CH:10]2[CH2:18][C:19]3[C:24]([CH:9]12)=[CH:23][CH:22]=[CH:21][CH:20]=3)=[O:7])([CH3:4])([CH3:3])[CH3:2]. The yield is 0.800. (4) The reactants are C([C:8]1[C:17](=[O:18])[C:16]2[C:11](=[CH:12][C:13]([Cl:19])=[CH:14][CH:15]=2)[O:10][C:9]=1[CH:20]([NH:24][CH2:25][CH2:26][NH:27][C:28](=O)[C:29]1[CH:34]=[CH:33][C:32]([CH3:35])=[CH:31][CH:30]=1)[CH:21]([CH3:23])[CH3:22])C1C=CC=CC=1.P(Cl)(Cl)(Cl)=O.[C:42]1([CH3:48])[CH:47]=[CH:46][CH:45]=[CH:44][CH:43]=1. No catalyst specified. The product is [CH2:48]([C:8]1[C:17](=[O:18])[C:16]2[C:11](=[CH:12][C:13]([Cl:19])=[CH:14][CH:15]=2)[O:10][C:9]=1[CH:20]([N:24]1[CH2:25][CH2:26][N:27]=[C:28]1[C:29]1[CH:34]=[CH:33][C:32]([CH3:35])=[CH:31][CH:30]=1)[CH:21]([CH3:23])[CH3:22])[C:42]1[CH:47]=[CH:46][CH:45]=[CH:44][CH:43]=1. The yield is 0.500. (5) The reactants are [N:1]1[C:10]2[C:5](=[CH:6][C:7]([CH2:11][N:12]3[C:16]4=[N:17][C:18]([C:21]5[CH:29]=[CH:28][C:24]([C:25]([OH:27])=O)=[CH:23][CH:22]=5)=[CH:19][CH:20]=[C:15]4[N:14]=[N:13]3)=[CH:8][CH:9]=2)[CH:4]=[CH:3][CH:2]=1.F[P-](F)(F)(F)(F)F.N1(O[P+](N(C)C)(N(C)C)N(C)C)C2C=CC=CC=2N=N1.C(N(CC)CC)C.[N:64]1([CH:69]2[CH2:74][CH2:73][NH:72][CH2:71][CH2:70]2)[CH2:68][CH2:67][CH2:66][CH2:65]1. The catalyst is O.CN(C=O)C.ClCCl. The product is [N:64]1([CH:69]2[CH2:74][CH2:73][N:72]([C:25]([C:24]3[CH:28]=[CH:29][C:21]([C:18]4[N:17]=[C:16]5[N:12]([CH2:11][C:7]6[CH:6]=[C:5]7[C:10](=[CH:9][CH:8]=6)[N:1]=[CH:2][CH:3]=[CH:4]7)[N:13]=[N:14][C:15]5=[CH:20][CH:19]=4)=[CH:22][CH:23]=3)=[O:27])[CH2:71][CH2:70]2)[CH2:68][CH2:67][CH2:66][CH2:65]1. The yield is 0.120. (6) The reactants are [F:1][C:2]1[C:12]([F:13])=[C:11]([F:14])[CH:10]=[CH:9][C:3]=1[NH:4][C@@H:5]([CH3:8])[CH2:6][OH:7].C(O[CH:18]=[C:19]([C:25]([O:27][CH2:28][CH3:29])=[O:26])[C:20]([O:22][CH2:23][CH3:24])=[O:21])C.C(=O)([O-])[O-].[K+].[K+]. The catalyst is [Cl-].C([N+](CCCCCC)(CCCCCC)CCCCCC)CCCCC.ClCCl. The product is [F:1][C:2]1[C:12]([F:13])=[C:11]([F:14])[CH:10]=[CH:9][C:3]=1[N:4]([CH:18]=[C:19]([C:20]([O:22][CH2:23][CH3:24])=[O:21])[C:25]([O:27][CH2:28][CH3:29])=[O:26])[C@@H:5]([CH3:8])[CH2:6][OH:7]. The yield is 0.780.